Dataset: NCI-60 drug combinations with 297,098 pairs across 59 cell lines. Task: Regression. Given two drug SMILES strings and cell line genomic features, predict the synergy score measuring deviation from expected non-interaction effect. (1) Drug 1: CCC(=C(C1=CC=CC=C1)C2=CC=C(C=C2)OCCN(C)C)C3=CC=CC=C3.C(C(=O)O)C(CC(=O)O)(C(=O)O)O. Drug 2: C#CCC(CC1=CN=C2C(=N1)C(=NC(=N2)N)N)C3=CC=C(C=C3)C(=O)NC(CCC(=O)O)C(=O)O. Cell line: SF-539. Synergy scores: CSS=42.1, Synergy_ZIP=-0.172, Synergy_Bliss=-1.70, Synergy_Loewe=-2.88, Synergy_HSA=-1.52. (2) Drug 1: CC1=C2C(C(=O)C3(C(CC4C(C3C(C(C2(C)C)(CC1OC(=O)C(C(C5=CC=CC=C5)NC(=O)OC(C)(C)C)O)O)OC(=O)C6=CC=CC=C6)(CO4)OC(=O)C)OC)C)OC. Drug 2: COC1=CC(=CC(=C1O)OC)C2C3C(COC3=O)C(C4=CC5=C(C=C24)OCO5)OC6C(C(C7C(O6)COC(O7)C8=CC=CS8)O)O. Cell line: SF-295. Synergy scores: CSS=55.1, Synergy_ZIP=-6.79, Synergy_Bliss=-9.08, Synergy_Loewe=-5.73, Synergy_HSA=-3.41.